From a dataset of Reaction yield outcomes from USPTO patents with 853,638 reactions. Predict the reaction yield, written as a fraction of the theoretical maximum amount of product (1.0 means a 100% yield; for example, 0.34 means a 34% yield). (1) The reactants are [C:1]1([C:7]2[N:8]=[C:9]([C:12]3[C:16]([C:17](O)=[O:18])=[CH:15][N:14]([CH2:20][O:21][CH2:22][CH2:23][Si:24]([CH3:27])([CH3:26])[CH3:25])[N:13]=3)[S:10][CH:11]=2)[CH:6]=[CH:5][CH:4]=[CH:3][CH:2]=1.CN(C(ON1N=[N:43][C:38]2[CH:39]=CC=N[C:37]1=2)=[N+](C)C)C.F[P-](F)(F)(F)(F)F.CCN(C(C)C)C(C)C.CC(N)C. The catalyst is CN(C=O)C. The product is [CH:38]([NH:43][C:17]([C:16]1[C:12]([C:9]2[S:10][CH:11]=[C:7]([C:1]3[CH:6]=[CH:5][CH:4]=[CH:3][CH:2]=3)[N:8]=2)=[N:13][N:14]([CH2:20][O:21][CH2:22][CH2:23][Si:24]([CH3:25])([CH3:27])[CH3:26])[CH:15]=1)=[O:18])([CH3:39])[CH3:37]. The yield is 0.940. (2) No catalyst specified. The yield is 0.620. The product is [Cl-:20].[CH3:7][O:8][C:9]1[CH:16]=[CH:15][CH:14]=[CH:13][C:10]=1[CH:11]=[N+:1]1[CH2:6][CH2:5][CH2:4][CH2:3][CH2:2]1. The reactants are [NH:1]1[CH2:6][CH2:5][CH2:4][CH2:3][CH2:2]1.[CH3:7][O:8][C:9]1[CH:16]=[CH:15][CH:14]=[CH:13][C:10]=1[CH:11]=O.C([Cl:20])(=O)C. (3) The reactants are [NH2:1][C:2]1[C:11]([NH2:12])=[CH:10][C:9]([C:13]2[C:14]([CH3:19])=[N:15][O:16][C:17]=2[CH3:18])=[CH:8][C:3]=1[C:4]([O:6][CH3:7])=[O:5].Cl.[CH:21]1([C:24](=N)OCC)[CH2:23][CH2:22]1. The catalyst is CO. The product is [CH:21]1([C:24]2[NH:1][C:2]3[C:3]([C:4]([O:6][CH3:7])=[O:5])=[CH:8][C:9]([C:13]4[C:14]([CH3:19])=[N:15][O:16][C:17]=4[CH3:18])=[CH:10][C:11]=3[N:12]=2)[CH2:23][CH2:22]1. The yield is 0.940. (4) The reactants are [C:1]12[C:7](=[CH:8][CH:9]=[CH:10][CH:11]=1)[NH:6]C(=O)[O:4][C:2]2=O.[NH2:13][C:14]1[CH:19]=[CH:18][CH:17]=[CH:16][N:15]=1. The catalyst is O1CCOCC1. The product is [NH2:6][C:7]1[CH:8]=[CH:9][CH:10]=[CH:11][C:1]=1[C:2]([NH:13][C:14]1[CH:19]=[CH:18][CH:17]=[CH:16][N:15]=1)=[O:4]. The yield is 0.540. (5) The reactants are [CH3:1][C:2]([CH3:13])([CH3:12])[CH2:3][CH2:4][CH:5]1[CH2:10][CH2:9][CH2:8][CH:7]([NH2:11])[CH2:6]1.[F:14][CH:15]([F:26])[C:16]1[C:20]([C:21](Cl)=[O:22])=[C:19]([F:24])[N:18]([CH3:25])[N:17]=1. No catalyst specified. The product is [F:26][CH:15]([F:14])[C:16]1[C:20]([C:21]([NH:11][CH:7]2[CH2:8][CH2:9][CH2:10][CH:5]([CH2:4][CH2:3][C:2]([CH3:13])([CH3:12])[CH3:1])[CH2:6]2)=[O:22])=[C:19]([F:24])[N:18]([CH3:25])[N:17]=1. The yield is 0.540.